Predict which catalyst facilitates the given reaction. From a dataset of Catalyst prediction with 721,799 reactions and 888 catalyst types from USPTO. (1) Reactant: [Br:1][C:2]1[N:3]=[C:4](Cl)[C:5]([N:8]2[CH2:13][CH2:12][N:11]([C:14]([O:16][C:17]([CH3:20])([CH3:19])[CH3:18])=[O:15])[CH2:10][CH2:9]2)=[N:6][CH:7]=1.O.[NH2:23][NH2:24]. Product: [Br:1][C:2]1[N:3]=[C:4]([NH:23][NH2:24])[C:5]([N:8]2[CH2:13][CH2:12][N:11]([C:14]([O:16][C:17]([CH3:20])([CH3:19])[CH3:18])=[O:15])[CH2:10][CH2:9]2)=[N:6][CH:7]=1. The catalyst class is: 8. (2) Reactant: [N:1]1[CH:6]=[CH:5][CH:4]=[CH:3][C:2]=1[C:7]([OH:9])=O.CN(C)C=O.[CH2:15]([NH:17][CH2:18][CH3:19])[CH3:16]. Product: [CH2:15]([N:17]([CH2:18][CH3:19])[C:7](=[O:9])[C:2]1[CH:3]=[CH:4][CH:5]=[CH:6][N:1]=1)[CH3:16]. The catalyst class is: 309. (3) Reactant: [F:1][C:2]1[C:12]([F:13])=[C:11]([CH3:14])[CH:10]=[CH:9][C:3]=1[C:4]([O:6][CH2:7][CH3:8])=[O:5].C(OOC(=O)C1C=CC=CC=1)(=O)C1C=CC=CC=1.[Br:33]N1C(=O)CCC1=O. Product: [Br:33][CH2:14][C:11]1[CH:10]=[CH:9][C:3]([C:4]([O:6][CH2:7][CH3:8])=[O:5])=[C:2]([F:1])[C:12]=1[F:13]. The catalyst class is: 53. (4) Reactant: [NH2:1][C:2]1[CH:6]=[CH:5][S:4][C:3]=1[C:7]([NH2:9])=[O:8].CCN(CC)CC.CN(C1C=CC=CN=1)C.[CH3:26][O:27][C:28]1[CH:36]=[CH:35][CH:34]=[CH:33][C:29]=1[C:30](Cl)=[O:31]. Product: [CH3:26][O:27][C:28]1[CH:36]=[CH:35][CH:34]=[CH:33][C:29]=1[C:30]([NH:1][C:2]1[CH:6]=[CH:5][S:4][C:3]=1[C:7]([NH2:9])=[O:8])=[O:31]. The catalyst class is: 34. (5) Reactant: CS(O[CH:6]([CH2:12][CH2:13][CH2:14][CH2:15][CH3:16])[CH2:7][CH2:8][CH2:9][CH2:10][CH3:11])(=O)=O.[Cl-:17].[Li+].O. Product: [Cl:17][CH:6]([CH2:12][CH2:13][CH2:14][CH2:15][CH3:16])[CH2:7][CH2:8][CH2:9][CH2:10][CH3:11]. The catalyst class is: 9. (6) Reactant: [CH:1]([N:3]1[CH:7]=[CH:6][N:5]=[CH:4]1)=[CH2:2].[CH2:8]([Br:18])[CH2:9][CH2:10][CH2:11][CH2:12][CH2:13][CH2:14][CH2:15][CH2:16][CH3:17].CO. Product: [Br-:18].[CH:1]([N+:3]1[CH:7]=[CH:6][N:5]([CH2:8][CH2:9][CH2:10][CH2:11][CH2:12][CH2:13][CH2:14][CH2:15][CH2:16][CH3:17])[CH:4]=1)=[CH2:2]. The catalyst class is: 27.